This data is from Full USPTO retrosynthesis dataset with 1.9M reactions from patents (1976-2016). The task is: Predict the reactants needed to synthesize the given product. (1) Given the product [Cl:18][C:10]1[N:15]=[C:6]2[CH:5]=[CH:4][C:3]([F:2])=[CH:8][N:7]2[CH:9]=1, predict the reactants needed to synthesize it. The reactants are: Br.[F:2][C:3]1[CH:4]=[CH:5][C:6](=[NH:15])[N:7]([CH2:9][C:10](OCC)=O)[CH:8]=1.P(Cl)(Cl)([Cl:18])=O.[NH4+].[OH-]. (2) The reactants are: [NH2:1][C:2]1[CH:10]=[C:9]([Cl:11])[CH:8]=[CH:7][C:3]=1[C:4]([OH:6])=O.[C:12](Cl)(=O)[CH2:13][CH3:14].[CH2:17]([O:19][C:20]1[CH:26]=[CH:25][CH:24]=[CH:23][C:21]=1[NH2:22])[CH3:18]. Given the product [CH2:13]([C:14]1[N:22]([C:21]2[CH:23]=[CH:24][CH:25]=[CH:26][C:20]=2[O:19][CH2:17][CH3:18])[C:4](=[O:6])[C:3]2[C:2](=[CH:10][C:9]([Cl:11])=[CH:8][CH:7]=2)[N:1]=1)[CH3:12], predict the reactants needed to synthesize it. (3) Given the product [CH2:34]([N:13]([CH2:12][C:9]1[CH:8]=[CH:7][C:6]([CH2:5][C@H:4]([N:28]2[CH:32]=[CH:31][CH:30]=[CH:29]2)[C:3]([OH:2])=[O:33])=[CH:11][CH:10]=1)[CH2:14][CH2:15][C:16]1[N:17]=[C:18]([C:22]2[CH:23]=[CH:24][CH:25]=[CH:26][CH:27]=2)[O:19][C:20]=1[CH3:21])[C:35]1[CH:40]=[CH:39][CH:38]=[CH:37][CH:36]=1, predict the reactants needed to synthesize it. The reactants are: C[O:2][C:3](=[O:33])[C@@H:4]([N:28]1[CH:32]=[CH:31][CH:30]=[CH:29]1)[CH2:5][C:6]1[CH:11]=[CH:10][C:9]([CH2:12][NH:13][CH2:14][CH2:15][C:16]2[N:17]=[C:18]([C:22]3[CH:27]=[CH:26][CH:25]=[CH:24][CH:23]=3)[O:19][C:20]=2[CH3:21])=[CH:8][CH:7]=1.[CH:34](=O)[C:35]1[CH:40]=[CH:39][CH:38]=[CH:37][CH:36]=1. (4) Given the product [C:10]([C:9]1[CH:12]=[C:5]([CH2:4][O:3][C:25]2[CH:26]=[C:27]3[N:34]([C:35]([O:37][C:38]([CH3:41])([CH3:40])[CH3:39])=[O:36])[CH2:33][CH2:32][N:28]3[C:29](=[O:31])[N:30]=2)[CH:6]=[N:7][C:8]=1[O:13][C:14]1[CH:19]=[CH:18][CH:17]=[C:16]([C:20]([F:23])([F:21])[F:22])[CH:15]=1)#[N:11], predict the reactants needed to synthesize it. The reactants are: [H-].[Na+].[OH:3][CH2:4][C:5]1[CH:6]=[N:7][C:8]([O:13][C:14]2[CH:19]=[CH:18][CH:17]=[C:16]([C:20]([F:23])([F:22])[F:21])[CH:15]=2)=[C:9]([CH:12]=1)[C:10]#[N:11].Cl[C:25]1[CH:26]=[C:27]2[N:34]([C:35]([O:37][C:38]([CH3:41])([CH3:40])[CH3:39])=[O:36])[CH2:33][CH2:32][N:28]2[C:29](=[O:31])[N:30]=1.